Dataset: Peptide-MHC class I binding affinity with 185,985 pairs from IEDB/IMGT. Task: Regression. Given a peptide amino acid sequence and an MHC pseudo amino acid sequence, predict their binding affinity value. This is MHC class I binding data. (1) The peptide sequence is YMTLGQVVF. The MHC is H-2-Db with pseudo-sequence H-2-Db. The binding affinity (normalized) is 0.0653. (2) The MHC is HLA-B57:01 with pseudo-sequence HLA-B57:01. The peptide sequence is KRWAFRTGV. The binding affinity (normalized) is 0.0847. (3) The peptide sequence is KRLQILGYL. The MHC is HLA-B15:01 with pseudo-sequence HLA-B15:01. The binding affinity (normalized) is 0.0847. (4) The peptide sequence is ELKRQLADL. The MHC is HLA-B57:01 with pseudo-sequence HLA-B57:01. The binding affinity (normalized) is 0.0847. (5) The peptide sequence is SQEDNHFSL. The MHC is HLA-B35:01 with pseudo-sequence HLA-B35:01. The binding affinity (normalized) is 0.321. (6) The peptide sequence is ATFEAVLAK. The MHC is HLA-A02:03 with pseudo-sequence HLA-A02:03. The binding affinity (normalized) is 0.0847.